This data is from Full USPTO retrosynthesis dataset with 1.9M reactions from patents (1976-2016). The task is: Predict the reactants needed to synthesize the given product. (1) Given the product [NH2:45][C:28]1[C:27]2[N:32]=[C:33]([CH2:40][CH2:41][CH3:42])[N:34]([CH2:35][CH:36]([CH3:38])[CH3:37])[C:26]=2[C:25]2[CH:24]=[CH:23][C:22]([O:21][CH2:20][CH2:19][CH2:18][NH:17][S:13]([CH2:12][CH2:11][C:1]3[C:10]4[C:5](=[CH:6][CH:7]=[CH:8][CH:9]=4)[CH:4]=[CH:3][CH:2]=3)(=[O:15])=[O:14])=[CH:31][C:30]=2[N:29]=1, predict the reactants needed to synthesize it. The reactants are: [C:1]1([CH2:11][CH2:12][S:13](Cl)(=[O:15])=[O:14])[C:10]2[C:5](=[CH:6][CH:7]=[CH:8][CH:9]=2)[CH:4]=[CH:3][CH:2]=1.[NH2:17][CH2:18][CH2:19][CH2:20][O:21][C:22]1[CH:23]=[CH:24][C:25]2[C:26]3[N:34]([CH2:35][CH:36]([CH3:38])[CH3:37])[C:33]([CH2:40][CH2:41][CH3:42])(N)[NH:32][C:27]=3[CH:28]=[N:29][C:30]=2[CH:31]=1.C([N:45](CC)CC)C.C(=O)([O-])[O-].[Na+].[Na+]. (2) Given the product [Cl:1][C:2]1[CH:3]=[CH:4][C:5]([CH2:6][C@H:7]([C:9]([N:11]2[CH:16]3[CH2:17][CH2:18][CH:12]2[CH2:13][CH:14]([N:19]([CH:27]2[CH2:28][CH2:29][CH2:30][CH2:31][CH2:32]2)[C:20]([N:22]([CH2:23][CH3:24])[CH2:25][CH3:26])=[O:21])[CH2:15]3)=[O:10])[NH:8][CH:38]2[CH2:39][CH2:40][O:35][CH2:36][CH2:37]2)=[CH:33][CH:34]=1, predict the reactants needed to synthesize it. The reactants are: [Cl:1][C:2]1[CH:34]=[CH:33][C:5]([CH2:6][C@H:7]([C:9]([N:11]2[CH:16]3[CH2:17][CH2:18][CH:12]2[CH2:13][CH:14]([N:19]([CH:27]2[CH2:32][CH2:31][CH2:30][CH2:29][CH2:28]2)[C:20]([N:22]([CH2:25][CH3:26])[CH2:23][CH3:24])=[O:21])[CH2:15]3)=[O:10])[NH2:8])=[CH:4][CH:3]=1.[O:35]1[CH2:40][CH2:39][C:38](=O)[CH2:37][CH2:36]1.C(O[BH-](OC(=O)C)OC(=O)C)(=O)C.[Na+].